From a dataset of Catalyst prediction with 721,799 reactions and 888 catalyst types from USPTO. Predict which catalyst facilitates the given reaction. Reactant: [NH2:1][C@:2]1([C:22]([O:24][CH3:25])=[O:23])[CH2:6][CH2:5][C@H:4]([C:7]2[CH:12]=[CH:11][C:10]([C:13]#[C:14][CH2:15][CH2:16][CH2:17][CH2:18][CH2:19][O:20][CH3:21])=[CH:9][CH:8]=2)[CH2:3]1.[H][H]. Product: [NH2:1][C@:2]1([C:22]([O:24][CH3:25])=[O:23])[CH2:6][CH2:5][C@H:4]([C:7]2[CH:12]=[CH:11][C:10]([CH2:13][CH2:14][CH2:15][CH2:16][CH2:17][CH2:18][CH2:19][O:20][CH3:21])=[CH:9][CH:8]=2)[CH2:3]1. The catalyst class is: 261.